This data is from Catalyst prediction with 721,799 reactions and 888 catalyst types from USPTO. The task is: Predict which catalyst facilitates the given reaction. (1) Reactant: [F:1][C:2]1[CH:7]=[CH:6][C:5]([N+:8]([O-])=O)=[CH:4][C:3]=1[N:11]1[C:15](=[O:16])[N:14]([CH2:17][CH2:18][F:19])[N:13]=[N:12]1. The catalyst class is: 43. Product: [NH2:8][C:5]1[CH:6]=[CH:7][C:2]([F:1])=[C:3]([N:11]2[C:15](=[O:16])[N:14]([CH2:17][CH2:18][F:19])[N:13]=[N:12]2)[CH:4]=1. (2) Reactant: FC(F)(F)C(O)=O.[CH3:8][N:9]1[CH:13]([C:14]([OH:16])=O)[CH2:12][N:11]([C:17]2[N:18]=[CH:19][N:20]([CH3:22])[CH:21]=2)[C:10]1=[O:23].C(N1CCOCC1)C.O.ON1C2C=CC=CC=2N=N1.Cl.C(N=C=NCCCN(C)C)C.[Cl:55][C:56]1[CH:61]=[C:60]([Cl:62])[CH:59]=[CH:58][C:57]=1[CH2:63][NH2:64]. Product: [Cl:55][C:56]1[CH:61]=[C:60]([Cl:62])[CH:59]=[CH:58][C:57]=1[CH2:63][NH:64][C:14]([CH:13]1[CH2:12][N:11]([C:17]2[N:18]=[CH:19][N:20]([CH3:22])[CH:21]=2)[C:10](=[O:23])[N:9]1[CH3:8])=[O:16]. The catalyst class is: 4. (3) Reactant: [Br:1][C:2]1[CH:11]=[CH:10][CH:9]=[C:8]2[C:3]=1[CH:4]=[CH:5][C:6]([O:89][CH3:90])=[C:7]2[CH2:12][N:13]1[C:19]2[CH:20]=[CH:21][CH:22]=[CH:23][C:18]=2[N:17]([C:24](=[O:73])[C:25]2[CH:30]=[CH:29][C:28]([C:31]([N:33]3[C:39]4[CH:40]=[CH:41][CH:42]=[CH:43][C:38]=4[N:37]([CH2:44][C:45]4[C:54]5[C:49](=[C:50]([Br:55])[CH:51]=[CH:52][CH:53]=5)[CH:48]=[CH:47][C:46]=4[O:56][CH3:57])[C:36](=[O:58])[C@@H:35]([NH:59][C:60](=[O:72])[C@@H:61]([N:63](C(OC(C)(C)C)=O)[CH3:64])[CH3:62])[CH2:34]3)=[O:32])=[CH:27][CH:26]=2)[CH2:16][C@H:15]([NH:74][C:75](=[O:87])[C@@H:76]([N:78](C)[C:79](=O)OC(C)(C)C)[CH3:77])[C:14]1=[O:88].[ClH:91]. Product: [ClH:91].[ClH:91].[Br:55][C:50]1[CH:51]=[CH:52][CH:53]=[C:54]2[C:49]=1[CH:48]=[CH:47][C:46]([O:56][CH3:57])=[C:45]2[CH2:44][N:37]1[C:38]2[CH:43]=[CH:42][CH:41]=[CH:40][C:39]=2[N:33]([C:31](=[O:32])[C:28]2[CH:27]=[CH:26][C:25]([C:24]([N:17]3[C:18]4[CH:23]=[CH:22][CH:21]=[CH:20][C:19]=4[N:13]([CH2:12][C:7]4[C:8]5[C:3](=[C:2]([Br:1])[CH:11]=[CH:10][CH:9]=5)[CH:4]=[CH:5][C:6]=4[O:89][CH3:90])[C:14](=[O:88])[C@@H:15]([NH:74][C:75](=[O:87])[C@@H:76]([NH:78][CH3:79])[CH3:77])[CH2:16]3)=[O:73])=[CH:30][CH:29]=2)[CH2:34][C@H:35]([NH:59][C:60](=[O:72])[C@@H:61]([NH:63][CH3:64])[CH3:62])[C:36]1=[O:58]. The catalyst class is: 12. (4) Reactant: [OH:1][CH2:2][C:3]1[S:7][CH:6]=[N:5][C:4]=1[CH:8]([CH3:10])[CH3:9]. Product: [CH:8]([C:4]1[N:5]=[CH:6][S:7][C:3]=1[CH:2]=[O:1])([CH3:10])[CH3:9]. The catalyst class is: 703.